From a dataset of CYP2D6 inhibition data for predicting drug metabolism from PubChem BioAssay. Regression/Classification. Given a drug SMILES string, predict its absorption, distribution, metabolism, or excretion properties. Task type varies by dataset: regression for continuous measurements (e.g., permeability, clearance, half-life) or binary classification for categorical outcomes (e.g., BBB penetration, CYP inhibition). Dataset: cyp2d6_veith. (1) The compound is CCn1c(C)nc2cc(S(=O)(=O)C(F)F)ccc21. The result is 0 (non-inhibitor). (2) The molecule is CC(=O)N1CCC[C@@]2(CCN(Cc3nccs3)C2)C1. The result is 0 (non-inhibitor). (3) The compound is NS(=O)(=O)c1ccc(NC(=O)Nc2ccccc2F)cc1. The result is 0 (non-inhibitor). (4) The molecule is Cc1cc(N)n(-c2ccccc2)n1. The result is 0 (non-inhibitor). (5) The compound is COC(=O)[C@@]1(Cc2ccc(OC)cc2)[C@H]2c3cc(C(=O)N(C)C)n(Cc4cc(C)n(C)n4)c3C[C@H]2CN1C(=O)c1ccccc1. The result is 0 (non-inhibitor). (6) The compound is CCCCSc1nc(C)cc(C)c1S(=O)(=O)c1ccccc1C. The result is 0 (non-inhibitor). (7) The molecule is CS(=O)(=O)N1CCC2(CCN(C(c3ccccc3)c3ccccc3)CC2)CC1. The result is 1 (inhibitor). (8) The compound is O=C(/C=C\NCC(=O)c1ccccc1)c1ccccc1. The result is 0 (non-inhibitor). (9) The molecule is CCS(=O)(=O)N1CCN(c2c(Cl)cccc2[N+](=O)[O-])CC1. The result is 0 (non-inhibitor). (10) The drug is C[C@@]12CCC(=O)C=C1CC[C@H]1[C@@H]2[C@@H](O)C[C@]2(C)[C@@H]1CC[C@@]2(O)C(=O)COC(=O)C1CCCC1. The result is 0 (non-inhibitor).